Task: Predict the product of the given reaction.. Dataset: Forward reaction prediction with 1.9M reactions from USPTO patents (1976-2016) (1) Given the reactants I[C:2]1[N:3]=[CH:4][N:5]([C:7]([C:20]2[CH:25]=[CH:24][CH:23]=[CH:22][CH:21]=2)([C:14]2[CH:19]=[CH:18][CH:17]=[CH:16][CH:15]=2)[C:8]2[CH:13]=[CH:12][CH:11]=[CH:10][CH:9]=2)[CH:6]=1.C(=O)([O-])[O-].[Na+].[Na+].[C:45]1(P([C:45]2[CH:50]=[CH:49][CH:48]=[CH:47][CH:46]=2)[C:45]2[CH:50]=[CH:49][CH:48]=[CH:47][CH:46]=2)[CH:50]=[CH:49][CH:48]=[CH:47][CH:46]=1.[CH3:51][N:52](C=O)C, predict the reaction product. The product is: [C:7]([N:5]1[CH:6]=[C:2]([C:49]2[CH:50]=[C:45]([CH:46]=[CH:47][CH:48]=2)[C:51]#[N:52])[N:3]=[CH:4]1)([C:20]1[CH:25]=[CH:24][CH:23]=[CH:22][CH:21]=1)([C:14]1[CH:19]=[CH:18][CH:17]=[CH:16][CH:15]=1)[C:8]1[CH:13]=[CH:12][CH:11]=[CH:10][CH:9]=1. (2) Given the reactants C([O:3][C:4](=[O:23])[CH:5]([C:15]1[CH:20]=[CH:19][N:18]=[C:17]([S:21][CH3:22])[N:16]=1)[C:6]([C:8]1[CH:13]=[CH:12][C:11]([F:14])=[CH:10][CH:9]=1)=O)C.C(O)C.[N:27]1C=CC=CC=1, predict the reaction product. The product is: [F:14][C:11]1[CH:12]=[CH:13][C:8]([C:6]2[NH:27][O:3][C:4](=[O:23])[C:5]=2[C:15]2[CH:20]=[CH:19][N:18]=[C:17]([S:21][CH3:22])[N:16]=2)=[CH:9][CH:10]=1. (3) Given the reactants [NH2:1][C:2]1[N:6]([C:7]2[CH:8]=[CH:9][C:10]([OH:13])=[N:11][CH:12]=2)[N:5]=[C:4]([C:14]([CH3:17])([CH3:16])[CH3:15])[CH:3]=1.Cl.Cl[CH2:20][CH2:21][N:22]1[CH2:27][CH2:26][O:25][CH2:24][CH2:23]1.C([O-])([O-])=O.[K+].[K+], predict the reaction product. The product is: [NH2:1][C:2]1[N:6]([C:7]2[CH:8]=[CH:9][C:10](=[O:13])[N:11]([CH2:20][CH2:21][N:22]3[CH2:27][CH2:26][O:25][CH2:24][CH2:23]3)[CH:12]=2)[N:5]=[C:4]([C:14]([CH3:17])([CH3:16])[CH3:15])[CH:3]=1. (4) Given the reactants [Si:1]([O:8][C@@H:9]1[C@@H:13]([CH:14]=[CH2:15])[CH2:12][N:11]([C:16]([O:18][C:19]([CH3:22])([CH3:21])[CH3:20])=[O:17])[CH2:10]1)([C:4]([CH3:7])([CH3:6])[CH3:5])([CH3:3])[CH3:2], predict the reaction product. The product is: [Si:1]([O:8][C@@H:9]1[C@@H:13]([CH2:14][CH3:15])[CH2:12][N:11]([C:16]([O:18][C:19]([CH3:20])([CH3:22])[CH3:21])=[O:17])[CH2:10]1)([C:4]([CH3:7])([CH3:5])[CH3:6])([CH3:3])[CH3:2]. (5) Given the reactants C([O-])([O-])=O.[K+].[K+].[O:7]=[C:8]1[CH:13]=[C:12]([NH:14][C:15](=[O:23])[CH2:16][C:17]2[CH:22]=[CH:21][CH:20]=[CH:19][CH:18]=2)[CH:11]=[CH:10][NH:9]1.Br[CH2:25][CH:26]([F:39])[CH2:27][CH2:28][N:29]1[CH:33]=[C:32]([C:34]([O:36][CH2:37][CH3:38])=[O:35])[N:31]=[N:30]1, predict the reaction product. The product is: [F:39][CH:26]([CH2:25][N:9]1[CH:10]=[CH:11][C:12]([NH:14][C:15](=[O:23])[CH2:16][C:17]2[CH:18]=[CH:19][CH:20]=[CH:21][CH:22]=2)=[CH:13][C:8]1=[O:7])[CH2:27][CH2:28][N:29]1[CH:33]=[C:32]([C:34]([O:36][CH2:37][CH3:38])=[O:35])[N:31]=[N:30]1. (6) Given the reactants C([O:3][C:4](=[O:20])[CH2:5][S:6][C:7]1[N:11]([C:12]2[CH:17]=[CH:16][CH:15]=[C:14]([CH3:18])[C:13]=2[CH3:19])[N:10]=[N:9][N:8]=1)C, predict the reaction product. The product is: [CH3:19][C:13]1[C:14]([CH3:18])=[CH:15][CH:16]=[CH:17][C:12]=1[N:11]1[C:7]([S:6][CH2:5][C:4]([OH:20])=[O:3])=[N:8][N:9]=[N:10]1. (7) Given the reactants [C:1]([C:5]1[CH:10]=[CH:9][C:8]([C:11]2[N:12]([C:30](Cl)=[O:31])[C@H:13]([C:23]3[CH:28]=[CH:27][C:26]([Cl:29])=[CH:25][CH:24]=3)[C@H:14]([C:16]3[CH:21]=[CH:20][C:19]([Cl:22])=[CH:18][CH:17]=3)[N:15]=2)=[C:7]([O:33][CH2:34][CH3:35])[CH:6]=1)([CH3:4])([CH3:3])[CH3:2].[F:36][C:37]([F:48])([F:47])[CH:38]([OH:46])[CH2:39][N:40]1[CH2:45][CH2:44][NH:43][CH2:42][CH2:41]1, predict the reaction product. The product is: [ClH:22].[C:1]([C:5]1[CH:10]=[CH:9][C:8]([C:11]2[N:12]([C:30]([N:43]3[CH2:44][CH2:45][N:40]([CH2:39][CH:38]([OH:46])[C:37]([F:48])([F:36])[F:47])[CH2:41][CH2:42]3)=[O:31])[C@H:13]([C:23]3[CH:24]=[CH:25][C:26]([Cl:29])=[CH:27][CH:28]=3)[C@H:14]([C:16]3[CH:21]=[CH:20][C:19]([Cl:22])=[CH:18][CH:17]=3)[N:15]=2)=[C:7]([O:33][CH2:34][CH3:35])[CH:6]=1)([CH3:4])([CH3:2])[CH3:3]. (8) The product is: [NH2:17][C:15]1[CH:14]=[CH:13][N:12]=[C:11]([N:4]2[CH2:5][CH2:6][C:7]([CH3:9])([OH:8])[CH:2]([F:1])[CH2:3]2)[N:16]=1. Given the reactants [F:1][CH:2]1[C:7]([CH3:9])([OH:8])[CH2:6][CH2:5][NH:4][CH2:3]1.Cl[C:11]1[N:16]=[C:15]([NH2:17])[CH:14]=[CH:13][N:12]=1.C(N(CC)CC)C, predict the reaction product.